Dataset: Forward reaction prediction with 1.9M reactions from USPTO patents (1976-2016). Task: Predict the product of the given reaction. (1) Given the reactants [Li+].C[Si]([N-][Si](C)(C)C)(C)C.CO[C:13](=[O:62])[N:14]([CH2:24][CH2:25][C:26]1[CH:27]=[C:28]2[C:32](=[CH:33][C:34]=1[NH2:35])[N:31]([C:36]([C:49]1[CH:54]=[CH:53][CH:52]=[CH:51][CH:50]=1)([C:43]1[CH:48]=[CH:47][CH:46]=[CH:45][CH:44]=1)[C:37]1[CH:42]=[CH:41][CH:40]=[CH:39][CH:38]=1)[N:30]=[C:29]2[C:55]1[CH:60]=[CH:59][N:58]=[C:57]([CH3:61])[CH:56]=1)[C@@H:15]([C:17]1[CH:22]=[CH:21][C:20]([F:23])=[CH:19][CH:18]=1)[CH3:16], predict the reaction product. The product is: [F:23][C:20]1[CH:21]=[CH:22][C:17]([C@H:15]([N:14]2[CH2:24][CH2:25][C:26]3[CH:27]=[C:28]4[C:32](=[CH:33][C:34]=3[NH:35][C:13]2=[O:62])[N:31]([C:36]([C:37]2[CH:38]=[CH:39][CH:40]=[CH:41][CH:42]=2)([C:49]2[CH:54]=[CH:53][CH:52]=[CH:51][CH:50]=2)[C:43]2[CH:44]=[CH:45][CH:46]=[CH:47][CH:48]=2)[N:30]=[C:29]4[C:55]2[CH:60]=[CH:59][N:58]=[C:57]([CH3:61])[CH:56]=2)[CH3:16])=[CH:18][CH:19]=1. (2) Given the reactants [I:1][C:2]1[C:10]2[C:5](=[N:6][CH:7]=[N:8][C:9]=2[NH2:11])[NH:4][N:3]=1.[H-].[Na+].F[C:15]1[CH:22]=[CH:21][C:18]([CH:19]=[O:20])=[CH:17][CH:16]=1, predict the reaction product. The product is: [NH2:11][C:9]1[N:8]=[CH:7][N:6]=[C:5]2[N:4]([C:15]3[CH:22]=[CH:21][C:18]([CH:19]=[O:20])=[CH:17][CH:16]=3)[N:3]=[C:2]([I:1])[C:10]=12. (3) Given the reactants C([O-])=O.[NH4+].Cl[C:6]1[N:15]=[C:14]([O:16][CH2:17][CH2:18][O:19][CH3:20])[C:13]([F:21])=[CH:12][C:7]=1[C:8]([O:10][CH3:11])=[O:9], predict the reaction product. The product is: [F:21][C:13]1[C:14]([O:16][CH2:17][CH2:18][O:19][CH3:20])=[N:15][CH:6]=[C:7]([CH:12]=1)[C:8]([O:10][CH3:11])=[O:9]. (4) Given the reactants [F:1][C:2]([F:16])([F:15])[CH2:3][C:4]1[NH:5][C:6]2[C:11]([CH:12]=1)=[CH:10][C:9]([C:13]#[N:14])=[CH:8][CH:7]=2.N, predict the reaction product. The product is: [F:16][C:2]([F:1])([F:15])[CH2:3][C:4]1[NH:5][C:6]2[C:11]([CH:12]=1)=[CH:10][C:9]([CH2:13][NH2:14])=[CH:8][CH:7]=2.